From a dataset of Reaction yield outcomes from USPTO patents with 853,638 reactions. Predict the reaction yield, written as a fraction of the theoretical maximum amount of product (1.0 means a 100% yield; for example, 0.34 means a 34% yield). (1) The reactants are C([O:3][CH:4]=[CH:5][C:6]1[C:11]([C:12](OCC)=[O:13])=[N:10][CH:9]=[C:8]2[N:17]([CH2:20][C:21]3[CH:26]=[CH:25][C:24]([F:27])=[CH:23][CH:22]=3)[CH:18]=[CH:19][C:7]=12)C. The catalyst is CO.O.Cl. The product is [F:27][C:24]1[CH:23]=[CH:22][C:21]([CH2:20][N:17]2[C:8]3[C:7](=[C:6]4[CH:5]=[CH:4][O:3][C:12](=[O:13])[C:11]4=[N:10][CH:9]=3)[CH:19]=[CH:18]2)=[CH:26][CH:25]=1. The yield is 0.340. (2) The reactants are [C:1]([NH:4][C:5]1[CH:26]=[CH:25][C:8]([C:9]([NH:11][C:12]2[CH:17]=[CH:16][C:15]([C:18]([F:21])([F:20])[F:19])=[CH:14][C:13]=2[N+:22]([O-])=O)=[O:10])=[CH:7][CH:6]=1)(=[O:3])[CH3:2]. The catalyst is C(OCC)(=O)C.[Pd]. The product is [C:1]([NH:4][C:5]1[CH:6]=[CH:7][C:8]([C:9]([NH:11][C:12]2[CH:17]=[CH:16][C:15]([C:18]([F:20])([F:19])[F:21])=[CH:14][C:13]=2[NH2:22])=[O:10])=[CH:25][CH:26]=1)(=[O:3])[CH3:2]. The yield is 0.630. (3) The reactants are [OH:1][CH2:2][CH:3]([CH2:14][OH:15])[CH2:4][CH2:5][N:6]1[CH:11]=[CH:10][C:9](=[O:12])[NH:8][C:7]1=[O:13].C(N(CC)CC)C.[C:23](Cl)([C:36]1[CH:41]=[CH:40][CH:39]=[CH:38][CH:37]=1)([C:30]1[CH:35]=[CH:34][CH:33]=[CH:32][CH:31]=1)[C:24]1[CH:29]=[CH:28][CH:27]=[CH:26][CH:25]=1. The catalyst is CN(C=O)C.CN(C1C=CN=CC=1)C.O. The product is [OH:1][CH2:2][CH:3]([CH2:14][O:15][C:23]([C:24]1[CH:29]=[CH:28][CH:27]=[CH:26][CH:25]=1)([C:36]1[CH:37]=[CH:38][CH:39]=[CH:40][CH:41]=1)[C:30]1[CH:31]=[CH:32][CH:33]=[CH:34][CH:35]=1)[CH2:4][CH2:5][N:6]1[CH:11]=[CH:10][C:9](=[O:12])[NH:8][C:7]1=[O:13]. The yield is 0.340.